From a dataset of Forward reaction prediction with 1.9M reactions from USPTO patents (1976-2016). Predict the product of the given reaction. (1) Given the reactants [F:1][C:2]1[CH:21]=[CH:20][CH:19]=[CH:18][C:3]=1[CH2:4][N:5]1[C:9]2=[N:10][CH:11]=[CH:12][CH:13]=[C:8]2[C:7]([C:14]([NH:16][NH2:17])=[O:15])=[N:6]1.[CH:22]([N:25]=[C:26]=[O:27])([CH3:24])[CH3:23], predict the reaction product. The product is: [F:1][C:2]1[CH:21]=[CH:20][CH:19]=[CH:18][C:3]=1[CH2:4][N:5]1[C:9]2=[N:10][CH:11]=[CH:12][CH:13]=[C:8]2[C:7]([C:14]([NH:16][NH:17][C:26]([NH:25][CH:22]([CH3:24])[CH3:23])=[O:27])=[O:15])=[N:6]1. (2) The product is: [Cl:1][C:2]1[C:7]([Cl:8])=[CH:6][CH:5]=[CH:4][C:3]=1[C@H:9]([NH:11][C:41]([C:37]1[CH:36]=[C:35]2[C:40](=[CH:39][CH:38]=1)[N:32]([CH2:31][C:28]1[CH:27]=[CH:26][C:25]([C:20]3[C:19]([C:17]([OH:18])=[O:16])=[CH:24][CH:23]=[CH:22][CH:21]=3)=[CH:30][CH:29]=1)[C:33]([CH3:45])=[C:34]2[CH3:44])=[O:42])[CH3:10]. Given the reactants [Cl:1][C:2]1[C:7]([Cl:8])=[CH:6][CH:5]=[CH:4][C:3]=1[C@H:9]([NH2:11])[CH3:10].C([O:16][C:17]([C:19]1[CH:24]=[CH:23][CH:22]=[CH:21][C:20]=1[C:25]1[CH:30]=[CH:29][C:28]([CH2:31][N:32]2[C:40]3[C:35](=[CH:36][C:37]([C:41](O)=[O:42])=[CH:38][CH:39]=3)[C:34]([CH3:44])=[C:33]2[CH3:45])=[CH:27][CH:26]=1)=[O:18])(C)(C)C, predict the reaction product. (3) Given the reactants [NH:1]1[C:9]2[C:4](=[CH:5][CH:6]=[CH:7][CH:8]=2)[CH2:3][C:2]1=[O:10].[C:11](Cl)(=[O:17])[CH2:12][CH2:13][CH2:14][CH2:15][CH3:16], predict the reaction product. The product is: [C:11]([C:6]1[CH:5]=[C:4]2[C:9](=[CH:8][CH:7]=1)[NH:1][C:2](=[O:10])[CH2:3]2)(=[O:17])[CH2:12][CH2:13][CH2:14][CH2:15][CH3:16].